From a dataset of Reaction yield outcomes from USPTO patents with 853,638 reactions. Predict the reaction yield, written as a fraction of the theoretical maximum amount of product (1.0 means a 100% yield; for example, 0.34 means a 34% yield). (1) The product is [Cl:1][C:2]1[NH:10][C:9]2[C:8](=[O:11])[N:7]([CH2:12][CH2:13][CH2:14][CH2:15][C:16]3[O:18][N:10]=[C:2]([C:26]4[CH:27]=[CH:15][CH:14]=[CH:13][CH:12]=4)[N:3]=3)[C:6](=[O:20])[N:5]([CH2:21][CH2:22][CH2:23][CH2:24][CH3:25])[C:4]=2[N:3]=1. The reactants are [Cl:1][C:2]1[NH:10][C:9]2[C:8](=[O:11])[N:7]([CH2:12][CH2:13][CH2:14][CH2:15][C:16]([O:18]C)=O)[C:6](=[O:20])[N:5]([CH2:21][CH2:22][CH2:23][CH2:24][CH3:25])[C:4]=2[N:3]=1.[CH3:26][CH2:27][O-].[Na+]. The yield is 0.410. The catalyst is CCO. (2) The product is [NH2:20][C:21]1[C:22]([C:29]([N:31]=[C:32]([NH2:35])[NH:1][CH2:2][CH2:3][CH2:4][CH2:5][C:6]2[CH:18]=[CH:17][C:9]([O:10][CH2:11][C:12]([N:14]([CH3:15])[CH3:16])=[O:13])=[CH:8][CH:7]=2)=[O:30])=[N:23][C:24]([Cl:28])=[C:25]([NH2:27])[N:26]=1. The reactants are [NH2:1][CH2:2][CH2:3][CH2:4][CH2:5][C:6]1[CH:18]=[CH:17][C:9]([O:10][CH2:11][C:12]([N:14]([CH3:16])[CH3:15])=[O:13])=[CH:8][CH:7]=1.I.[NH2:20][C:21]1[C:22]([C:29]([NH:31][C:32](=[NH:35])SC)=[O:30])=[N:23][C:24]([Cl:28])=[C:25]([NH2:27])[N:26]=1. The yield is 0.280. The catalyst is C(O)C. (3) The reactants are C(OC([N:8]1[CH2:13][CH2:12][C:11]([C:15]2[CH:20]=[CH:19][C:18]([Cl:21])=[CH:17][CH:16]=2)(O)[CH:10]([OH:22])[CH2:9]1)=O)(C)(C)C.C(N(S(F)(F)[F:29])CC)C.CO. The catalyst is C(Cl)Cl. The product is [Cl:21][C:18]1[CH:19]=[CH:20][C:15]([C:11]2([F:29])[CH2:12][CH2:13][NH:8][CH2:9][CH:10]2[OH:22])=[CH:16][CH:17]=1. The yield is 0.240. (4) The catalyst is O1CCCC1. The reactants are C(N(C(C)C)CC)(C)C.CS([C:14]1[N:19]=[C:18]([C:20]2[C:28]3[C:23](=[N:24][CH:25]=[C:26]([C:29]([F:32])([F:31])[F:30])[CH:27]=3)[N:22]([S:33]([C:36]3[CH:42]=[CH:41][C:39]([CH3:40])=[CH:38][CH:37]=3)(=[O:35])=[O:34])[CH:21]=2)[C:17]([C:43]#[N:44])=[CH:16][N:15]=1)(=O)=O.[Cl:45][C:46]1[N:51]=[CH:50][C:49]([CH:52]([NH2:54])[CH3:53])=[CH:48][CH:47]=1. The yield is 0.580. The product is [Cl:45][C:46]1[N:51]=[CH:50][C:49]([C@H:52]([NH:54][C:14]2[N:19]=[C:18]([C:20]3[C:28]4[C:23](=[N:24][CH:25]=[C:26]([C:29]([F:30])([F:32])[F:31])[CH:27]=4)[N:22]([S:33]([C:36]4[CH:37]=[CH:38][C:39]([CH3:40])=[CH:41][CH:42]=4)(=[O:35])=[O:34])[CH:21]=3)[C:17]([C:43]#[N:44])=[CH:16][N:15]=2)[CH3:53])=[CH:48][CH:47]=1. (5) The reactants are Cl.[NH2:2][C:3]1[C:11]([OH:12])=[C:10]2[C:6]([CH2:7][CH2:8][CH:9]2[CH2:13][CH2:14][NH:15][C:16](=[O:18])[CH3:17])=[CH:5][CH:4]=1.[C:19](Cl)(=[O:26])[C:20]1[CH:25]=[CH:24][CH:23]=[CH:22][CH:21]=1.O. The catalyst is N1C=CC=CC=1. The product is [C:16]([NH:15][CH2:14][CH2:13][CH:9]1[C:10]2[C:6](=[CH:5][CH:4]=[C:3]([NH:2][C:19](=[O:26])[C:20]3[CH:25]=[CH:24][CH:23]=[CH:22][CH:21]=3)[C:11]=2[OH:12])[CH2:7][CH2:8]1)(=[O:18])[CH3:17]. The yield is 0.890.